From a dataset of Forward reaction prediction with 1.9M reactions from USPTO patents (1976-2016). Predict the product of the given reaction. (1) Given the reactants [CH3:1][O:2][CH2:3][CH2:4][N:5]1[CH2:11][C:10]2[CH:12]=[C:13]([NH2:16])[CH:14]=[CH:15][C:9]=2[S:8][CH2:7][CH2:6]1.Cl[C:18]1[N:23]=[C:22]([NH:24][C@@H:25]2[CH2:30][CH2:29][CH2:28][CH2:27][C@@H:26]2[NH:31][S:32]([CH3:35])(=[O:34])=[O:33])[C:21]([Cl:36])=[CH:20][N:19]=1, predict the reaction product. The product is: [Cl:36][C:21]1[C:22]([NH:24][C@@H:25]2[CH2:30][CH2:29][CH2:28][CH2:27][C@H:26]2[NH:31][S:32]([CH3:35])(=[O:34])=[O:33])=[N:23][C:18]([NH:16][C:13]2[CH:14]=[CH:15][C:9]3[S:8][CH2:7][CH2:6][N:5]([CH2:4][CH2:3][O:2][CH3:1])[CH2:11][C:10]=3[CH:12]=2)=[N:19][CH:20]=1. (2) Given the reactants [NH2:1][C:2]([CH3:6])([CH3:5])[CH2:3][OH:4].[CH2:7]1[O:10][CH:8]1C, predict the reaction product. The product is: [OH:10][CH2:8][CH2:7][NH:1][C:2]([CH3:6])([CH3:5])[CH2:3][OH:4]. (3) Given the reactants [C:1]([C:3]1[C:4]([N:15]2[CH2:18][CH:17]([C:19]([OH:21])=[O:20])[CH2:16]2)=[N:5][C:6]([CH3:14])=[C:7]([C:9](OCC)=[O:10])[CH:8]=1)#[N:2].CS(C)=O.[CH3:26][C:27]([CH3:31])([CH3:30])[CH2:28][O-:29].[Na+].Cl, predict the reaction product. The product is: [C:1]([C:3]1[C:4]([N:15]2[CH2:16][CH:17]([C:19]([OH:21])=[O:20])[CH2:18]2)=[N:5][C:6]([CH3:14])=[C:7]([C:9]([O:29][CH2:28][C:27]([CH3:31])([CH3:30])[CH3:26])=[O:10])[CH:8]=1)#[N:2]. (4) Given the reactants [C:1](=[O:12])(OC(Cl)(Cl)Cl)OC(Cl)(Cl)Cl.[F:13][CH2:14][CH2:15][N:16]1[CH2:21][CH2:20][CH:19]([NH2:22])[CH2:18][CH2:17]1.[C@H:23]1([NH:32][C:33]2[CH:42]=[CH:41][C:40]3[C:35](=[CH:36][CH:37]=[C:38]([NH2:43])[CH:39]=3)[N:34]=2)[C:31]2[C:26](=[CH:27][CH:28]=[CH:29][CH:30]=2)[CH2:25][CH2:24]1, predict the reaction product. The product is: [F:13][CH2:14][CH2:15][N:16]1[CH2:21][CH2:20][CH:19]([NH:22][C:1]([NH:43][C:38]2[CH:39]=[C:40]3[C:35](=[CH:36][CH:37]=2)[N:34]=[C:33]([NH:32][C@H:23]2[C:31]4[C:26](=[CH:27][CH:28]=[CH:29][CH:30]=4)[CH2:25][CH2:24]2)[CH:42]=[CH:41]3)=[O:12])[CH2:18][CH2:17]1. (5) Given the reactants C[O:2][C:3]1[C:4]([C:21]([NH:23][CH3:24])=[O:22])=[CH:5][C:6]2[C:11]([CH:12]=1)=[CH:10][CH:9]=[C:8]([C:13]1[CH:18]=[CH:17][CH:16]=[C:15]([O:19]C)[CH:14]=1)[CH:7]=2.B(Br)(Br)Br, predict the reaction product. The product is: [OH:2][C:3]1[C:4]([C:21]([NH:23][CH3:24])=[O:22])=[CH:5][C:6]2[C:11]([CH:12]=1)=[CH:10][CH:9]=[C:8]([C:13]1[CH:18]=[CH:17][CH:16]=[C:15]([OH:19])[CH:14]=1)[CH:7]=2. (6) Given the reactants [F:1][C:2]1[CH:27]=[CH:26][C:5]([CH2:6][O:7][C:8]2[CH:13]=[CH:12][C:11]([CH:14]([O:19][CH2:20][O:21][CH2:22][CH2:23][O:24][CH3:25])[C:15]([O:17]C)=[O:16])=[CH:10][CH:9]=2)=[CH:4][CH:3]=1, predict the reaction product. The product is: [F:1][C:2]1[CH:3]=[CH:4][C:5]([CH2:6][O:7][C:8]2[CH:9]=[CH:10][C:11]([CH:14]([O:19][CH2:20][O:21][CH2:22][CH2:23][O:24][CH3:25])[C:15]([OH:17])=[O:16])=[CH:12][CH:13]=2)=[CH:26][CH:27]=1.